This data is from Catalyst prediction with 721,799 reactions and 888 catalyst types from USPTO. The task is: Predict which catalyst facilitates the given reaction. (1) Reactant: Cl[C:2]1[CH:3]=[CH:4][C:5]2[N:6]([C:8]([C:11]3[CH:18]=[CH:17][C:14]([C:15]#[N:16])=[CH:13][CH:12]=3)=[CH:9][N:10]=2)[N:7]=1.C([O-])([O-])=O.[K+].[K+].Cl.[CH3:26][N:27]1[CH2:32][CH2:31][N:30]([C:33]([C:35]2[CH:40]=[CH:39][C:38](B(O)O)=[CH:37][CH:36]=2)=[O:34])[CH2:29][CH2:28]1. Product: [CH3:26][N:27]1[CH2:32][CH2:31][N:30]([C:33]([C:35]2[CH:40]=[CH:39][C:38]([C:2]3[CH:3]=[CH:4][C:5]4[N:6]([C:8]([C:11]5[CH:18]=[CH:17][C:14]([C:15]#[N:16])=[CH:13][CH:12]=5)=[CH:9][N:10]=4)[N:7]=3)=[CH:37][CH:36]=2)=[O:34])[CH2:29][CH2:28]1. The catalyst class is: 335. (2) Reactant: [N:1]1([C:25]([O:27][C:28]([CH3:31])([CH3:30])[CH3:29])=[O:26])[CH2:6][CH2:5][N:4](C(OCC2C=CC=CC=2)=O)[CH2:3][CH:2]1[C:17]([O:19][CH:20]1[CH2:24][CH2:23][CH2:22][CH2:21]1)=[O:18]. Product: [N:1]1([C:25]([O:27][C:28]([CH3:31])([CH3:30])[CH3:29])=[O:26])[CH2:6][CH2:5][NH:4][CH2:3][CH:2]1[C:17]([O:19][CH:20]1[CH2:24][CH2:23][CH2:22][CH2:21]1)=[O:18]. The catalyst class is: 99. (3) Reactant: C[O:2][C:3](=[O:34])[CH2:4][NH:5][C:6]([C:8]1[S:9][C:10]([C:16]2[CH2:20][C:19]([C:25]3[CH:30]=[C:29]([Cl:31])[C:28]([F:32])=[C:27]([Cl:33])[CH:26]=3)([C:21]([F:24])([F:23])[F:22])[O:18][N:17]=2)=[C:11]2[CH2:15][CH2:14][CH2:13][C:12]=12)=[O:7].O[Li].O. The catalyst class is: 20. Product: [Cl:31][C:29]1[CH:30]=[C:25]([C:19]2([C:21]([F:22])([F:24])[F:23])[O:18][N:17]=[C:16]([C:10]3[S:9][C:8]([C:6]([NH:5][CH2:4][C:3]([OH:34])=[O:2])=[O:7])=[C:12]4[CH2:13][CH2:14][CH2:15][C:11]=34)[CH2:20]2)[CH:26]=[C:27]([Cl:33])[C:28]=1[F:32]. (4) Reactant: [H-].[Na+].[CH2:3]1[CH2:7][O:6][CH2:5][CH2:4]1.CO[C:10](=[O:13])[O:11][CH3:12].COC1C=[C:18]2[C:22](=[CH:23]C=1)[C:21](=[O:25])[CH2:20][CH2:19]2. Product: [CH3:12][O:11][C:10]([CH:20]1[CH2:19][C:18]2[C:22](=[CH:23][C:7]([O:6][CH3:5])=[CH:3][CH:4]=2)[C:21]1=[O:25])=[O:13]. The catalyst class is: 13. (5) The catalyst class is: 101. Product: [F:59][C:55]1[CH:54]=[C:53]2[C:58]([C:49]([NH:47][C:43]3[CH:42]=[C:41]([N:38]4[CH2:39][CH2:40][O:35][CH2:36][CH2:37]4)[CH:46]=[CH:45][N:44]=3)=[C:50]([CH3:66])[C:51]([C:60]3[CH:65]=[CH:64][CH:63]=[CH:62][N:61]=3)=[N:52]2)=[CH:57][CH:56]=1. Reactant: C1(P(C2CCCCC2)C2C=CC=CC=2C2C(C(C)C)=CC(C(C)C)=CC=2C(C)C)CCCCC1.[O:35]1[CH2:40][CH2:39][N:38]([C:41]2[CH:46]=[CH:45][N:44]=[C:43]([NH2:47])[CH:42]=2)[CH2:37][CH2:36]1.Cl[C:49]1[C:58]2[C:53](=[CH:54][C:55]([F:59])=[CH:56][CH:57]=2)[N:52]=[C:51]([C:60]2[CH:65]=[CH:64][CH:63]=[CH:62][N:61]=2)[C:50]=1[CH3:66].CC(C)([O-])C.[Na+]. (6) Reactant: [NH2:1][C:2]1[CH:10]=[CH:9][CH:8]=[CH:7][C:3]=1[C:4]([OH:6])=O.S(Cl)(Cl)=O.[Br:15][C:16]1[C:17]([CH3:23])=[C:18]([CH:20]=[CH:21][CH:22]=1)[NH2:19].C([O-])([O-])=O.[K+].[K+]. Product: [NH2:1][C:2]1[CH:10]=[CH:9][CH:8]=[CH:7][C:3]=1[C:4]([NH:19][C:18]1[CH:20]=[CH:21][CH:22]=[C:16]([Br:15])[C:17]=1[CH3:23])=[O:6]. The catalyst class is: 11. (7) The catalyst class is: 381. Product: [CH2:1]([O:7][C:8]([NH:10][C:11]1[CH:16]=[C:15]([CH2:17][C@H:18]2[C:21](=[O:22])[N:20]([C:23](=[O:33])[NH:24][C@@H:25]([C:27]3[CH:32]=[CH:31][CH:30]=[CH:29][CH:28]=3)[CH3:26])[C@@H:19]2[C:34]([OH:36])=[O:35])[CH:14]=[CH:13][N:12]=1)=[O:9])[CH2:2][CH2:3][CH2:4][CH2:5][CH3:6]. Reactant: [CH2:1]([O:7][C:8]([NH:10][C:11]1[CH:16]=[C:15]([CH2:17][C@H:18]2[C:21](=[O:22])[N:20]([C:23](=[O:33])[NH:24][C@@H:25]([C:27]3[CH:32]=[CH:31][CH:30]=[CH:29][CH:28]=3)[CH3:26])[C@@H:19]2[C:34]([O:36]CC2C=CC=CC=2)=[O:35])[CH:14]=[CH:13][N:12]=1)=[O:9])[CH2:2][CH2:3][CH2:4][CH2:5][CH3:6].